From a dataset of Reaction yield outcomes from USPTO patents with 853,638 reactions. Predict the reaction yield, written as a fraction of the theoretical maximum amount of product (1.0 means a 100% yield; for example, 0.34 means a 34% yield). (1) The reactants are [N:1]([CH2:4][C:5]1[CH:14]=[C:13]2[C:8]([CH:9]=[CH:10][CH:11]=[N:12]2)=[CH:7][CH:6]=1)=[N+]=[N-]. The catalyst is [Ni].CO. The product is [N:12]1[C:13]2[C:8](=[CH:7][CH:6]=[C:5]([CH2:4][NH2:1])[CH:14]=2)[CH:9]=[CH:10][CH:11]=1. The yield is 0.940. (2) The reactants are [CH2:1]([N:8]1[CH2:12][CH2:11][C:10]([NH:17][C:18]([O:20][C:21]([CH3:24])([CH3:23])[CH3:22])=[O:19])([C:13](OC)=[O:14])[CH2:9]1)[C:2]1[CH:7]=[CH:6][CH:5]=[CH:4][CH:3]=1.[H-].[H-].[H-].[H-].[Li+].[Al+3]. The catalyst is C1COCC1. The product is [CH2:1]([N:8]1[CH2:12][CH2:11][C:10]([NH:17][C:18](=[O:19])[O:20][C:21]([CH3:23])([CH3:22])[CH3:24])([CH2:13][OH:14])[CH2:9]1)[C:2]1[CH:3]=[CH:4][CH:5]=[CH:6][CH:7]=1. The yield is 0.560. (3) The reactants are [F:1][C:2]([F:15])([F:14])[S:3]([O:6]S(C(F)(F)F)(=O)=O)(=[O:5])=[O:4].[CH3:16][C:17]1[C:22]([CH3:23])=[C:21]([N+:24]([O-:26])=[O:25])[CH:20]=[CH:19][C:18]=1O.C(N(CC)CC)C.Cl. The catalyst is ClCCl. The product is [CH3:16][C:17]1[C:22]([CH3:23])=[C:21]([N+:24]([O-:26])=[O:25])[CH:20]=[CH:19][C:18]=1[O:6][S:3]([C:2]([F:15])([F:14])[F:1])(=[O:5])=[O:4]. The yield is 0.980. (4) The reactants are [C:1]1([S:7]([CH:10]([CH:13]2[CH2:18][CH2:17][CH2:16][C:15](=[O:19])[CH2:14]2)[C:11]#[N:12])(=[O:9])=[O:8])[CH:6]=[CH:5][CH:4]=[CH:3][CH:2]=1.[H-].[Na+].[CH3:22]I. The catalyst is CN(C=O)C. The product is [C:1]1([S:7]([C:10]([CH:13]2[CH2:18][CH2:17][CH2:16][C:15](=[O:19])[CH2:14]2)([CH3:22])[C:11]#[N:12])(=[O:9])=[O:8])[CH:2]=[CH:3][CH:4]=[CH:5][CH:6]=1. The yield is 0.980. (5) The reactants are [N+:1]([C:4]1[CH:9]=[CH:8][C:7]([NH2:10])=[CH:6][CH:5]=1)([O-:3])=[O:2].[CH3:11][S:12](Cl)(=[O:14])=[O:13]. The catalyst is N1C=CC=CC=1. The product is [N+:1]([C:4]1[CH:9]=[CH:8][C:7]([NH:10][S:12]([CH3:11])(=[O:14])=[O:13])=[CH:6][CH:5]=1)([O-:3])=[O:2]. The yield is 0.640.